From a dataset of Full USPTO retrosynthesis dataset with 1.9M reactions from patents (1976-2016). Predict the reactants needed to synthesize the given product. (1) Given the product [CH2:1]([O:3][C:4]([N:6]1[C:15]2[C:10](=[N:11][C:12]([O:16][CH3:17])=[CH:13][CH:14]=2)[C@@H:9]([NH:18][C:19]2[C:24]([CH2:25][C:26]3[CH:27]=[C:28]([C:36]([F:39])([F:37])[F:38])[CH:29]=[C:30]([C:32]([F:33])([F:34])[F:35])[CH:31]=3)=[CH:23][C:22]([C:40]3[NH:43][C:54](=[O:56])[O:42][N:41]=3)=[CH:21][N:20]=2)[CH2:8][C@H:7]1[CH2:44][CH3:45])=[O:5])[CH3:2], predict the reactants needed to synthesize it. The reactants are: [CH2:1]([O:3][C:4]([N:6]1[C:15]2[C:10](=[N:11][C:12]([O:16][CH3:17])=[CH:13][CH:14]=2)[C@@H:9]([NH:18][C:19]2[C:24]([CH2:25][C:26]3[CH:31]=[C:30]([C:32]([F:35])([F:34])[F:33])[CH:29]=[C:28]([C:36]([F:39])([F:38])[F:37])[CH:27]=3)=[CH:23][C:22]([C:40](=[NH:43])[NH:41][OH:42])=[CH:21][N:20]=2)[CH2:8][C@H:7]1[CH2:44][CH3:45])=[O:5])[CH3:2].C(N(CC)CC)C.Cl[C:54](Cl)([O:56]C(=O)OC(Cl)(Cl)Cl)Cl.O. (2) The reactants are: Br[C:2]1[CH:3]=[CH:4][C:5](=[O:9])[N:6]([CH3:8])[CH:7]=1.[B:10]1([B:10]2[O:14][C:13]([CH3:16])([CH3:15])[C:12]([CH3:18])([CH3:17])[O:11]2)[O:14][C:13]([CH3:16])([CH3:15])[C:12]([CH3:18])([CH3:17])[O:11]1.C([O-])(=O)C.[K+]. Given the product [CH3:8][N:6]1[CH:7]=[C:2]([B:10]2[O:14][C:13]([CH3:16])([CH3:15])[C:12]([CH3:18])([CH3:17])[O:11]2)[CH:3]=[CH:4][C:5]1=[O:9], predict the reactants needed to synthesize it. (3) Given the product [CH2:1]([N:8]1[C:16]2[CH:15]=[C:14]([O:17][CH3:18])[CH:13]=[CH:12][C:11]=2[C:10]2[N:19]=[C:20]([N:76]3[CH2:81][CH2:80][CH2:79][CH2:78][CH2:77]3)[CH:21]=[C:22]([C:23]([O:25][CH3:26])=[O:24])[C:9]1=2)[C:2]1[CH:7]=[CH:6][CH:5]=[CH:4][CH:3]=1, predict the reactants needed to synthesize it. The reactants are: [CH2:1]([N:8]1[C:16]2[CH:15]=[C:14]([O:17][CH3:18])[CH:13]=[CH:12][C:11]=2[C:10]2[N:19]=[C:20](Br)[CH:21]=[C:22]([C:23]([O:25][CH3:26])=[O:24])[C:9]1=2)[C:2]1[CH:7]=[CH:6][CH:5]=[CH:4][CH:3]=1.CC1(C)C2C=CC=C(P(C3C=CC=CC=3)C3C=CC=CC=3)C=2OC2C1=CC=CC=2P(C1C=CC=CC=1)C1C=CC=CC=1.C([O-])([O-])=O.[Cs+].[Cs+].[NH:76]1[CH2:81][CH2:80][CH2:79][CH2:78][CH2:77]1. (4) Given the product [F:22][CH:2]([F:1])[O:3][C:4]1[CH:9]=[CH:8][C:7]([N:10]([C:11]2[C:20]3[C:15](=[CH:16][CH:17]=[CH:18][CH:19]=3)[N:14]=[C:13]([CH3:21])[N:12]=2)[CH3:23])=[CH:6][CH:5]=1, predict the reactants needed to synthesize it. The reactants are: [F:1][CH:2]([F:22])[O:3][C:4]1[CH:9]=[CH:8][C:7]([NH:10][C:11]2[C:20]3[C:15](=[CH:16][CH:17]=[CH:18][CH:19]=3)[N:14]=[C:13]([CH3:21])[N:12]=2)=[CH:6][CH:5]=1.[CH3:23]I. (5) Given the product [CH2:1]([C:4]1[C:12]([N:13]([CH2:20][CH3:21])[CH:14]2[CH2:19][CH2:18][O:17][CH2:16][CH2:15]2)=[CH:11][C:10]([Cl:22])=[CH:9][C:5]=1[C:6]([NH:37][CH2:36][C:28]1[C:29]([O:34][CH3:35])=[N:30][C:31]([CH3:33])=[CH:32][C:27]=1[CH2:23][CH2:24][CH:25]=[CH2:26])=[O:8])[CH:2]=[CH2:3], predict the reactants needed to synthesize it. The reactants are: [CH2:1]([C:4]1[C:12]([N:13]([CH2:20][CH3:21])[CH:14]2[CH2:19][CH2:18][O:17][CH2:16][CH2:15]2)=[CH:11][C:10]([Cl:22])=[CH:9][C:5]=1[C:6]([OH:8])=O)[CH:2]=[CH2:3].[CH2:23]([C:27]1[CH:32]=[C:31]([CH3:33])[N:30]=[C:29]([O:34][CH3:35])[C:28]=1[CH2:36][NH2:37])[CH2:24][CH:25]=[CH2:26].C(Cl)CCl.C1C=NC2N(O)N=NC=2C=1.CN1CCOCC1. (6) Given the product [NH2:31][CH2:30][CH:27]1[CH2:26][CH2:25][N:24]([C:17]2[CH:18]=[CH:19][CH:20]=[C:21]3[C:16]=2[N:15]=[C:14]([C:11]2[N:8]4[CH:9]=[CH:10][C:5]([CH:2]([OH:1])[CH2:3][OH:4])=[CH:6][C:7]4=[N:13][N:12]=2)[CH:23]=[CH:22]3)[CH2:29][CH2:28]1, predict the reactants needed to synthesize it. The reactants are: [OH:1][CH:2]([C:5]1[CH:10]=[CH:9][N:8]2[C:11]([C:14]3[CH:23]=[CH:22][C:21]4[C:16](=[C:17]([N:24]5[CH2:29][CH2:28][CH:27]([CH2:30][NH:31]C(=O)OC(C)(C)C)[CH2:26][CH2:25]5)[CH:18]=[CH:19][CH:20]=4)[N:15]=3)=[N:12][N:13]=[C:7]2[CH:6]=1)[CH2:3][OH:4].C(O)(C(F)(F)F)=O.